Dataset: Catalyst prediction with 721,799 reactions and 888 catalyst types from USPTO. Task: Predict which catalyst facilitates the given reaction. (1) Reactant: [CH3:1][C:2]1[CH:7]=[CH:6][C:5]([S:8]([N:11]2[C:15]3[CH:16]=[CH:17][CH:18]=[C:19]([N+:20]([O-])=O)[C:14]=3[N:13]([CH2:23][C:24](OC)=[O:25])[C:12]2=[O:28])(=[O:10])=[O:9])=[CH:4][CH:3]=1. Product: [CH3:1][C:2]1[CH:7]=[CH:6][C:5]([S:8]([N:11]2[C:15]3[C:14]4[N:13]([CH2:23][C:24](=[O:25])[NH:20][C:19]=4[CH:18]=[CH:17][CH:16]=3)[C:12]2=[O:28])(=[O:9])=[O:10])=[CH:4][CH:3]=1. The catalyst class is: 99. (2) Reactant: [CH3:1][O:2][C:3]1[C@@H:4]([CH:11]([CH3:13])[CH3:12])[N:5]=[C:6]([O:9][CH3:10])[CH2:7][N:8]=1.[Li]CCCC.[Br:19][C:20]1[CH:25]=[C:24]([F:26])[CH:23]=[C:22]([CH2:27]Br)[CH:21]=1.[NH4+].[Cl-]. Product: [Br:19][C:20]1[CH:21]=[C:22]([CH:23]=[C:24]([F:26])[CH:25]=1)[CH2:27][C@H:7]1[C:6]([O:9][CH3:10])=[N:5][C@H:4]([CH:11]([CH3:13])[CH3:12])[C:3]([O:2][CH3:1])=[N:8]1. The catalyst class is: 249. (3) Reactant: [CH:1]1[C:13]2[CH:12]([CH2:14][O:15][C:16]([NH:18][C@@H:19]([C:30]([OH:32])=O)[CH2:20][C:21]3[CH:26]=[C:25]([Br:27])[C:24]([OH:28])=[C:23]([Br:29])[CH:22]=3)=[O:17])[C:11]3[C:6](=[CH:7][CH:8]=[CH:9][CH:10]=3)[C:5]=2[CH:4]=[CH:3][CH:2]=1.[CH3:33][C:34]([CH3:60])([O:36][C:37]([NH:39][CH2:40][CH2:41][CH2:42][CH2:43][C@@H:44]([C:46]([N:48]1[CH2:53][CH2:52][N:51]([C:54]2[CH:59]=[CH:58][N:57]=[CH:56][CH:55]=2)[CH2:50][CH2:49]1)=[O:47])[NH2:45])=[O:38])[CH3:35].CN(C(ON1N=NC2C=CC=CC1=2)=[N+](C)C)C.[B-](F)(F)(F)F.C1C=CC2N(O)N=NC=2C=1.CCN(C(C)C)C(C)C. Product: [CH:10]1[C:11]2[CH:12]([CH2:14][O:15][C:16]([NH:18][C@@H:19]([C:30]([NH:45][C@H:44]([C:46]([N:48]3[CH2:53][CH2:52][N:51]([C:54]4[CH:55]=[CH:56][N:57]=[CH:58][CH:59]=4)[CH2:50][CH2:49]3)=[O:47])[CH2:43][CH2:42][CH2:41][CH2:40][NH:39][C:37]([O:36][C:34]([CH3:33])([CH3:60])[CH3:35])=[O:38])=[O:32])[CH2:20][C:21]3[CH:22]=[C:23]([Br:29])[C:24]([OH:28])=[C:25]([Br:27])[CH:26]=3)=[O:17])[C:13]3[C:5](=[CH:4][CH:3]=[CH:2][CH:1]=3)[C:6]=2[CH:7]=[CH:8][CH:9]=1. The catalyst class is: 9. (4) Reactant: [C:1]1([CH2:7][CH2:8][C:9]([NH:11][C:12]2[CH:13]=[C:14]3[C:18](=[CH:19][C:20]=2[N+:21]([O-])=O)[N:17]([CH3:24])[C:16](=[O:25])[C:15]3([CH3:27])[CH3:26])=O)[CH:6]=[CH:5][CH:4]=[CH:3][CH:2]=1.[C:28](O)(=O)C. Product: [CH3:24][N:17]1[C:18]2[CH:19]=[C:20]3[N:21]=[C:9]([CH2:8][CH2:7][C:1]4[CH:6]=[CH:5][C:4]([CH3:28])=[CH:3][CH:2]=4)[NH:11][C:12]3=[CH:13][C:14]=2[C:15]([CH3:27])([CH3:26])[C:16]1=[O:25]. The catalyst class is: 45. (5) Reactant: [ClH:1].[O:2]=[C:3]([NH:48][C:49]1[CH:54]=[CH:53][C:52]([C:55]2[NH:59][N:58]=[N:57][N:56]=2)=[CH:51][CH:50]=1)[C@@H:4]([NH:30][C:31]([C@H:33]1[CH2:38][CH2:37][C@H:36]([CH2:39][NH:40]C(=O)OC(C)(C)C)[CH2:35][CH2:34]1)=[O:32])[CH2:5][C:6]1[CH:7]=[C:8]([C:12]2[CH:17]=[CH:16][CH:15]=[C:14]([C:18](=[O:29])[NH:19][CH:20]3[CH2:25][CH2:24][N:23]([CH:26]([CH3:28])[CH3:27])[CH2:22][CH2:21]3)[CH:13]=2)[CH:9]=[CH:10][CH:11]=1.C(#N)C. Product: [ClH:1].[NH2:40][CH2:39][C@H:36]1[CH2:37][CH2:38][C@H:33]([C:31]([NH:30][C@H:4]([C:3](=[O:2])[NH:48][C:49]2[CH:50]=[CH:51][C:52]([C:55]3[NH:59][N:58]=[N:57][N:56]=3)=[CH:53][CH:54]=2)[CH2:5][C:6]2[CH:7]=[C:8]([C:12]3[CH:17]=[CH:16][CH:15]=[C:14]([C:18]([NH:19][CH:20]4[CH2:21][CH2:22][N:23]([CH:26]([CH3:28])[CH3:27])[CH2:24][CH2:25]4)=[O:29])[CH:13]=3)[CH:9]=[CH:10][CH:11]=2)=[O:32])[CH2:34][CH2:35]1. The catalyst class is: 12. (6) Reactant: [NH2:1][C:2]1[C:6]([C:7]([O-:9])=O)=[CH:5][N:4]([C:10]2[CH:11]=[N:12][CH:13]=[CH:14][CH:15]=2)[N:3]=1.[Na+].F[B-](F)(F)F.[N:22]1(O[C+](N(C)C)N(C)C)[C:26]2C=CC=C[C:25]=2N=N1.C(N)C.C(N(CC)C(C)C)(C)C. Product: [NH2:1][C:2]1[C:6]([C:7]([NH:22][CH2:26][CH3:25])=[O:9])=[CH:5][N:4]([C:10]2[CH:11]=[N:12][CH:13]=[CH:14][CH:15]=2)[N:3]=1. The catalyst class is: 348.